Predict the reactants needed to synthesize the given product. From a dataset of Full USPTO retrosynthesis dataset with 1.9M reactions from patents (1976-2016). (1) Given the product [Cl:28][C:25]1[CH:26]=[CH:27][C:22]([CH:15]([C:16]2[CH:17]=[CH:18][CH:19]=[CH:20][CH:21]=2)[NH:14][C:12](=[O:13])[CH:11]([OH:30])[C:8]2[CH:9]=[CH:10][C:4]3[O:3][C:2]([C:37]4[C:32]([CH3:31])=[N:33][CH:34]=[CH:35][CH:36]=4)=[CH:6][C:5]=3[CH:7]=2)=[C:23]([CH3:29])[CH:24]=1, predict the reactants needed to synthesize it. The reactants are: Br[C:2]1[O:3][C:4]2[CH:10]=[CH:9][C:8]([CH:11]([OH:30])[C:12]([NH:14][CH:15]([C:22]3[CH:27]=[CH:26][C:25]([Cl:28])=[CH:24][C:23]=3[CH3:29])[C:16]3[CH:21]=[CH:20][CH:19]=[CH:18][CH:17]=3)=[O:13])=[CH:7][C:5]=2[CH:6]=1.[CH3:31][C:32]1[C:37](B(O)O)=[CH:36][CH:35]=[CH:34][N:33]=1.C([O-])([O-])=O.[K+].[K+]. (2) Given the product [C:2]1([C:1]([C:9]2[CH:14]=[CH:13][CH:12]=[CH:11][CH:10]=2)=[N:20][C:19]2[CH:21]=[CH:22][C:16]([Br:15])=[CH:17][CH:18]=2)[CH:7]=[CH:6][CH:5]=[CH:4][CH:3]=1, predict the reactants needed to synthesize it. The reactants are: [C:1]([C:9]1[CH:14]=[CH:13][CH:12]=[CH:11][CH:10]=1)(=O)[C:2]1[CH:7]=[CH:6][CH:5]=[CH:4][CH:3]=1.[Br:15][C:16]1[CH:22]=[CH:21][C:19]([NH2:20])=[CH:18][CH:17]=1. (3) Given the product [Cl:1][C:2]1[CH:3]=[C:4]([C:8]2[C:16]3[C:11](=[CH:12][CH:13]=[CH:14][CH:15]=3)[NH:17][CH:9]=2)[CH:5]=[CH:6][CH:7]=1, predict the reactants needed to synthesize it. The reactants are: [Cl:1][C:2]1[CH:3]=[C:4]([CH2:8][CH:9]=O)[CH:5]=[CH:6][CH:7]=1.[C:11]1([NH:17]N)[CH:16]=[CH:15][CH:14]=[CH:13][CH:12]=1. (4) Given the product [F:31][CH:32]([F:44])[O:33][C:34]1[CH:35]=[CH:36][C:37]([CH3:43])=[C:38]([C:39]([N:25]2[CH2:26][CH2:27][CH:22]([N:20]3[C:19](=[O:28])[C:18]([CH3:30])([CH3:29])[C:17]([C:7]4[C:8]5[CH2:9][C:10]6([O:15][C:16]=5[C:4]([O:3][CH3:2])=[CH:5][CH:6]=4)[CH2:11][CH2:12][CH2:13][CH2:14]6)=[N:21]3)[CH2:23][CH2:24]2)=[O:40])[CH:42]=1, predict the reactants needed to synthesize it. The reactants are: Cl.[CH3:2][O:3][C:4]1[C:16]2[O:15][C:10]3([CH2:14][CH2:13][CH2:12][CH2:11]3)[CH2:9][C:8]=2[C:7]([C:17]2[C:18]([CH3:30])([CH3:29])[C:19](=[O:28])[N:20]([CH:22]3[CH2:27][CH2:26][NH:25][CH2:24][CH2:23]3)[N:21]=2)=[CH:6][CH:5]=1.[F:31][CH:32]([F:44])[O:33][C:34]1[CH:35]=[CH:36][C:37]([CH3:43])=[C:38]([CH:42]=1)[C:39](O)=[O:40]. (5) Given the product [N:16]1([CH:11]2[CH2:10][C:9]3[C:13](=[CH:14][CH:15]=[C:7]([OH:6])[CH:8]=3)[CH2:12]2)[CH2:17][CH2:18][CH2:19][CH2:20][CH2:21]1, predict the reactants needed to synthesize it. The reactants are: B(Br)(Br)Br.C[O:6][C:7]1[CH:8]=[C:9]2[C:13](=[CH:14][CH:15]=1)[CH2:12][CH:11]([N:16]1[CH2:21][CH2:20][CH2:19][CH2:18][CH2:17]1)[CH2:10]2.